This data is from NCI-60 drug combinations with 297,098 pairs across 59 cell lines. The task is: Regression. Given two drug SMILES strings and cell line genomic features, predict the synergy score measuring deviation from expected non-interaction effect. (1) Drug 1: CC(C1=C(C=CC(=C1Cl)F)Cl)OC2=C(N=CC(=C2)C3=CN(N=C3)C4CCNCC4)N. Drug 2: CNC(=O)C1=CC=CC=C1SC2=CC3=C(C=C2)C(=NN3)C=CC4=CC=CC=N4. Cell line: HCC-2998. Synergy scores: CSS=6.75, Synergy_ZIP=-2.52, Synergy_Bliss=0.444, Synergy_Loewe=-2.28, Synergy_HSA=-0.929. (2) Drug 1: CC(CN1CC(=O)NC(=O)C1)N2CC(=O)NC(=O)C2. Drug 2: C1=CC(=CC=C1CC(C(=O)O)N)N(CCCl)CCCl.Cl. Cell line: NCIH23. Synergy scores: CSS=23.4, Synergy_ZIP=-5.02, Synergy_Bliss=3.04, Synergy_Loewe=2.68, Synergy_HSA=4.42.